Dataset: Forward reaction prediction with 1.9M reactions from USPTO patents (1976-2016). Task: Predict the product of the given reaction. (1) Given the reactants [C:1]([O:5][C:6](=[O:17])[NH:7][C@H:8]([C:10]1[CH:15]=[CH:14][C:13](Br)=[CH:12][CH:11]=1)[CH3:9])([CH3:4])([CH3:3])[CH3:2].[CH:18]1([CH2:21][O:22][C:23]2[CH:33]=[CH:32][C:26]([O:27][CH:28]3[CH2:31][NH:30][CH2:29]3)=[CH:25][CH:24]=2)[CH2:20][CH2:19]1, predict the reaction product. The product is: [C:1]([O:5][C:6](=[O:17])[NH:7][C@H:8]([C:10]1[CH:15]=[CH:14][C:13]([N:30]2[CH2:31][CH:28]([O:27][C:26]3[CH:25]=[CH:24][C:23]([O:22][CH2:21][CH:18]4[CH2:19][CH2:20]4)=[CH:33][CH:32]=3)[CH2:29]2)=[CH:12][CH:11]=1)[CH3:9])([CH3:4])([CH3:3])[CH3:2]. (2) Given the reactants [CH3:1][CH:2]1[C:14]2[C:13]3[C:8](=[CH:9][CH:10]=[CH:11][CH:12]=3)[NH:7][C:6]=2[CH2:5][NH:4][CH2:3]1, predict the reaction product. The product is: [CH3:1][C:2]1[C:14]2[C:13]3[C:8](=[CH:9][CH:10]=[CH:11][CH:12]=3)[NH:7][C:6]=2[CH:5]=[N:4][CH:3]=1. (3) Given the reactants [C:1]([CH:4]1[CH2:8][CH2:7][C:6](=[O:9])[CH2:5]1)([OH:3])=[O:2].C(=O)([O-])[O-].[K+].[K+].[CH2:16](Br)[C:17]1[CH:22]=[CH:21][CH:20]=[CH:19][CH:18]=1.O, predict the reaction product. The product is: [O:9]=[C:6]1[CH2:7][CH2:8][CH:4]([C:1]([O:3][CH2:16][C:17]2[CH:22]=[CH:21][CH:20]=[CH:19][CH:18]=2)=[O:2])[CH2:5]1. (4) The product is: [CH2:12]([O:14][CH:15]([O:19][CH2:20][CH3:21])[CH2:16][CH2:17][C:2]1[CH:3]=[C:4]([OH:11])[CH:5]=[CH:6][C:7]=1[N+:8]([O-:10])=[O:9])[CH3:13]. Given the reactants F[C:2]1[CH:3]=[C:4]([OH:11])[CH:5]=[CH:6][C:7]=1[N+:8]([O-:10])=[O:9].[CH2:12]([O:14][CH:15]([O:19][CH2:20][CH3:21])[CH2:16][CH2:17]N)[CH3:13], predict the reaction product. (5) Given the reactants [Cl:1][C:2]1[CH:3]=[C:4]([C@H:8]([C@H:24]([C:26]2[CH:31]=[CH:30][C:29]([Cl:32])=[CH:28][CH:27]=2)O)[CH2:9][C@:10]([CH3:23])([CH2:20][CH:21]=[CH2:22])[C:11]([NH:13][C@@H:14]([CH:17]([CH3:19])[CH3:18])[CH2:15][OH:16])=[O:12])[CH:5]=[CH:6][CH:7]=1.C(N(CC)CC)C.CS(Cl)(=O)=O.CN(C)C1C2C(=CC=CC=2N(C)C)C=CC=1.O, predict the reaction product. The product is: [CH2:20]([C@@:10]1([CH3:23])[CH2:9][C@H:8]([C:4]2[CH:5]=[CH:6][CH:7]=[C:2]([Cl:1])[CH:3]=2)[C@@H:24]([C:26]2[CH:27]=[CH:28][C:29]([Cl:32])=[CH:30][CH:31]=2)[N:13]([C@@H:14]([CH:17]([CH3:18])[CH3:19])[CH2:15][OH:16])[C:11]1=[O:12])[CH:21]=[CH2:22]. (6) Given the reactants [NH2:1][C:2]1[N:7]=[C:6]([N:8]2[CH2:22][CH2:21][C:11]3([CH2:15][NH:14][C@H:13]([C:16]([O:18]CC)=[O:17])[CH2:12]3)[CH2:10][CH2:9]2)[CH:5]=[C:4]([O:23][C@H:24]([C:29]2[CH:34]=[CH:33][C:32]([CH:35]3[CH2:40][CH2:39][N:38]([S:41]([CH3:44])(=[O:43])=[O:42])[CH2:37][CH2:36]3)=[CH:31][C:30]=2[N:45]2[CH:49]=[CH:48][C:47]([CH3:50])=[N:46]2)[C:25]([F:28])([F:27])[F:26])[N:3]=1.[Li+].[OH-], predict the reaction product. The product is: [NH2:1][C:2]1[N:7]=[C:6]([N:8]2[CH2:9][CH2:10][C:11]3([CH2:15][NH:14][C@H:13]([C:16]([OH:18])=[O:17])[CH2:12]3)[CH2:21][CH2:22]2)[CH:5]=[C:4]([O:23][C@H:24]([C:29]2[CH:34]=[CH:33][C:32]([CH:35]3[CH2:40][CH2:39][N:38]([S:41]([CH3:44])(=[O:43])=[O:42])[CH2:37][CH2:36]3)=[CH:31][C:30]=2[N:45]2[CH:49]=[CH:48][C:47]([CH3:50])=[N:46]2)[C:25]([F:27])([F:28])[F:26])[N:3]=1.